This data is from Forward reaction prediction with 1.9M reactions from USPTO patents (1976-2016). The task is: Predict the product of the given reaction. (1) Given the reactants C([Si](C)(C)[O:6][CH2:7][C:8]([N:11]1[C:19]2[C:18]([F:20])=[CH:17][N:16]=[CH:15][C:14]=2[C:13]([C:21]([C:23]2[CH:24]=[C:25]([NH:29][C:30](=[O:41])[CH2:31][N:32]3[CH:36]=[C:35]([C:37]([F:40])([F:39])[F:38])[CH:34]=[N:33]3)[CH:26]=[N:27][CH:28]=2)=[O:22])=[CH:12]1)([CH3:10])[CH3:9])(C)(C)C, predict the reaction product. The product is: [F:20][C:18]1[C:19]2[N:11]([C:8]([CH3:9])([CH3:10])[CH2:7][OH:6])[CH:12]=[C:13]([C:21]([C:23]3[CH:24]=[C:25]([NH:29][C:30](=[O:41])[CH2:31][N:32]4[CH:36]=[C:35]([C:37]([F:38])([F:39])[F:40])[CH:34]=[N:33]4)[CH:26]=[N:27][CH:28]=3)=[O:22])[C:14]=2[CH:15]=[N:16][CH:17]=1. (2) Given the reactants [C:1]([C:4]12[CH2:11][CH2:10][C:7]([NH:12][CH2:13][C:14]([N:16]3[CH2:20][C@@H:19]([F:21])[CH2:18][C@H:17]3[C:22]#[N:23])=[O:15])([CH2:8][CH2:9]1)[CH2:6][CH2:5]2)(O)=[O:2].[Cl:24][C:25]1[CH:31]=[CH:30][CH:29]=[CH:28][C:26]=1[NH2:27], predict the reaction product. The product is: [Cl:24][C:25]1[CH:31]=[CH:30][CH:29]=[CH:28][C:26]=1[NH:27][C:1]([C:4]12[CH2:5][CH2:6][C:7]([NH:12][CH2:13][C:14]([N:16]3[CH2:20][C@@H:19]([F:21])[CH2:18][C@H:17]3[C:22]#[N:23])=[O:15])([CH2:8][CH2:9]1)[CH2:10][CH2:11]2)=[O:2]. (3) Given the reactants [NH2:1][CH2:2][C:3]([O:5][CH3:6])=[O:4].Cl.CCN(CC)CC.[C:15]([O:19][CH2:20][CH3:21])(=[O:18])[CH:16]=[CH2:17], predict the reaction product. The product is: [CH3:6][O:5][C:3](=[O:4])[CH2:2][NH:1][CH2:17][CH2:16][C:15]([O:19][CH2:20][CH3:21])=[O:18]. (4) Given the reactants [N:1]([CH2:4][C:5]1[C:6]([C:25](O)=[O:26])=[N:7][C:8]([C:18]2[CH:23]=[CH:22][C:21]([Cl:24])=[CH:20][CH:19]=2)=[C:9]([C:11]2[CH:16]=[CH:15][C:14]([Cl:17])=[CH:13][CH:12]=2)[N:10]=1)=[N+:2]=[N-:3].C(Cl)[Cl:29], predict the reaction product. The product is: [N:1]([CH2:4][C:5]1[C:6]([C:25]([Cl:29])=[O:26])=[N:7][C:8]([C:18]2[CH:19]=[CH:20][C:21]([Cl:24])=[CH:22][CH:23]=2)=[C:9]([C:11]2[CH:12]=[CH:13][C:14]([Cl:17])=[CH:15][CH:16]=2)[N:10]=1)=[N+:2]=[N-:3]. (5) Given the reactants [NH:1]1[C:9]2[C:4](=[C:5]([C:10]3[N:11]=[C:12]([N:22]4[CH2:27][CH2:26][O:25][CH2:24][CH2:23]4)[C:13]4[CH:18]=[C:17]([C:19]([OH:21])=O)[S:16][C:14]=4[N:15]=3)[CH:6]=[CH:7][CH:8]=2)[CH:3]=[N:2]1.[CH2:28]([CH2:30][NH2:31])[OH:29], predict the reaction product. The product is: [OH:29][CH2:28][CH2:30][NH:31][C:19]([C:17]1[S:16][C:14]2[N:15]=[C:10]([C:5]3[CH:6]=[CH:7][CH:8]=[C:9]4[C:4]=3[CH:3]=[N:2][NH:1]4)[N:11]=[C:12]([N:22]3[CH2:27][CH2:26][O:25][CH2:24][CH2:23]3)[C:13]=2[CH:18]=1)=[O:21]. (6) Given the reactants [C:1]([C:3]1[N:4]=[CH:5][C:6]([NH:9][C:10]([N:12]2[C:21]3[C:16](=[CH:17][CH:18]=[C:19]([CH:22](OC)[O:23]C)[N:20]=3)[CH2:15][CH2:14][CH2:13]2)=[O:11])=[N:7][CH:8]=1)#[N:2].Cl, predict the reaction product. The product is: [C:1]([C:3]1[N:4]=[CH:5][C:6]([NH:9][C:10]([N:12]2[C:21]3[C:16](=[CH:17][CH:18]=[C:19]([CH:22]=[O:23])[N:20]=3)[CH2:15][CH2:14][CH2:13]2)=[O:11])=[N:7][CH:8]=1)#[N:2]. (7) Given the reactants [NH2:1][C:2]1[S:3][C:4]([C:7]#[C:8][C:9]2[CH:10]=[C:11]([CH:31]=[CH:32][C:33]=2[CH3:34])[C:12]([NH:14][C:15]2[CH:20]=[C:19]([C:21]([F:24])([F:23])[F:22])[CH:18]=[C:17]([N:25]3[CH:29]=[C:28]([CH3:30])[N:27]=[CH:26]3)[CH:16]=2)=[O:13])=[CH:5][N:6]=1.[CH3:35][C:36](OC(C)=O)=[O:37], predict the reaction product. The product is: [C:36]([NH:1][C:2]1[S:3][C:4]([C:7]#[C:8][C:9]2[CH:10]=[C:11]([CH:31]=[CH:32][C:33]=2[CH3:34])[C:12]([NH:14][C:15]2[CH:20]=[C:19]([C:21]([F:22])([F:24])[F:23])[CH:18]=[C:17]([N:25]3[CH:29]=[C:28]([CH3:30])[N:27]=[CH:26]3)[CH:16]=2)=[O:13])=[CH:5][N:6]=1)(=[O:37])[CH3:35]. (8) Given the reactants [CH2:1]([C:3]1[C:13]([CH2:14][C:15]2[CH:20]=[CH:19][C:18]([OH:21])=[CH:17][CH:16]=2)=[C:6]2[N:7]=[C:8]([CH3:12])[CH:9]=[C:10]([CH3:11])[N:5]2[N:4]=1)[CH3:2].[H-].[Na+].Br[CH2:25][C:26]([O:28][CH3:29])=[O:27], predict the reaction product. The product is: [CH3:29][O:28][C:26](=[O:27])[CH2:25][O:21][C:18]1[CH:17]=[CH:16][C:15]([CH2:14][C:13]2[C:3]([CH2:1][CH3:2])=[N:4][N:5]3[C:10]([CH3:11])=[CH:9][C:8]([CH3:12])=[N:7][C:6]=23)=[CH:20][CH:19]=1. (9) The product is: [CH2:1]([O:3][C:4]([C:5]1[C:6]([CH3:25])=[C:7]2[C:11](=[CH:12][C:13]=1[CH3:14])[N:15]=[C:16]([CH2:17][CH2:18][C:19](=[O:21])[NH:46][CH2:44][CH3:45])[N:41]([C:37]1[CH:38]=[CH:39][CH:31]=[CH:32][C:33]=1[Cl:56])[C:8]2=[O:10])=[O:26])[CH3:2]. Given the reactants [CH2:1]([O:3][C:4](=[O:26])[C:5]1[C:13]([CH3:14])=[CH:12][C:11]([NH:15][C:16](=O)[CH2:17][CH2:18][C:19]([O:21]CC)=O)=[C:7]([C:8]([OH:10])=O)[C:6]=1[CH3:25])[CH3:2].C(OC(=O)[C:31]1[C:39](C)=[CH:38][C:37]([NH2:41])=[C:33](C(O)=O)[C:32]=1C)C.[CH2:44]([N:46](CC)CC)[CH3:45].C(C(CC(Cl)=O)C([Cl:56])=O)C, predict the reaction product.